From a dataset of Reaction yield outcomes from USPTO patents with 853,638 reactions. Predict the reaction yield, written as a fraction of the theoretical maximum amount of product (1.0 means a 100% yield; for example, 0.34 means a 34% yield). (1) The reactants are [NH2:1][CH2:2][CH2:3][O:4][Si](C(C)(C)C)(C1C=CC=CC=1)C1C=CC=CC=1.[C:22]([O:33][C@H:34]([CH2:39][CH2:40][CH2:41][CH2:42][CH2:43][CH2:44][CH2:45][CH2:46][CH2:47][CH2:48][CH3:49])[CH2:35][C:36]([OH:38])=O)(=[O:32])[CH2:23][CH2:24][CH2:25][CH2:26][CH2:27][CH2:28][CH2:29][CH2:30][CH3:31].C(Cl)CCl.CI.CCCC[N+](CCCC)(CCCC)CCCC.[F-]. The catalyst is C1COCC1. The product is [C:22]([O:33][C@H:34]([CH2:39][CH2:40][CH2:41][CH2:42][CH2:43][CH2:44][CH2:45][CH2:46][CH2:47][CH2:48][CH3:49])[CH2:35][C:36]([NH:1][CH2:2][CH2:3][OH:4])=[O:38])(=[O:32])[CH2:23][CH2:24][CH2:25][CH2:26][CH2:27][CH2:28][CH2:29][CH2:30][CH3:31]. The yield is 0.810. (2) The reactants are [CH3:1][CH:2]([N:4]1[CH2:9][CH2:8][CH:7]([O:10][C:11]2[CH:16]=[CH:15][C:14]([C:17]3[CH2:18][CH2:19][N:20](C(OCC4C=CC=CC=4)=O)[CH2:21][CH:22]=3)=[CH:13][CH:12]=2)[CH2:6][CH2:5]1)[CH3:3]. The catalyst is C(O)C.[Pd]. The product is [CH3:3][CH:2]([N:4]1[CH2:5][CH2:6][CH:7]([O:10][C:11]2[CH:16]=[CH:15][C:14]([CH:17]3[CH2:18][CH2:19][NH:20][CH2:21][CH2:22]3)=[CH:13][CH:12]=2)[CH2:8][CH2:9]1)[CH3:1]. The yield is 0.980. (3) The reactants are [Cl:1][C:2]1[CH:3]=[C:4]([Cl:18])[C:5]2[N:6]([CH:8]=[C:9]([C:11]3[CH:16]=[CH:15][C:14]([F:17])=[CH:13][CH:12]=3)[N:10]=2)[CH:7]=1.P(Cl)(Cl)(Cl)=O.CN(C)[CH:26]=[O:27]. No catalyst specified. The product is [Cl:1][C:2]1[CH:3]=[C:4]([Cl:18])[C:5]2[N:6]([C:8]([CH:26]=[O:27])=[C:9]([C:11]3[CH:12]=[CH:13][C:14]([F:17])=[CH:15][CH:16]=3)[N:10]=2)[CH:7]=1. The yield is 0.750. (4) The yield is 0.550. The product is [OH:43][C@H:42]([CH2:41][OH:40])[CH2:44][CH2:45][NH:46][C:34]([CH:16]1[CH:15]([C:11]2[CH:12]=[CH:13][CH:14]=[C:9]([Cl:8])[C:10]=2[F:37])[C:19]([C:27]#[N:28])([C:20]2[CH:21]=[CH:22][C:23]([F:26])=[CH:24][CH:25]=2)[CH:18]([CH2:29][C:30]([CH3:33])([CH3:32])[CH3:31])[NH:17]1)=[O:35]. The reactants are FC(F)(F)C(O)=O.[Cl:8][C:9]1[C:10]([F:37])=[C:11]([CH:15]2[C:19]([C:27]#[N:28])([C:20]3[CH:25]=[CH:24][C:23]([F:26])=[CH:22][CH:21]=3)[CH:18]([CH2:29][C:30]([CH3:33])([CH3:32])[CH3:31])[NH:17][CH:16]2[C:34](O)=[O:35])[CH:12]=[CH:13][CH:14]=1.CC1(C)[O:43][C@@H:42]([CH2:44][CH2:45][NH2:46])[CH2:41][O:40]1.CN(C(ON1N=NC2C=CC=NC1=2)=[N+](C)C)C.F[P-](F)(F)(F)(F)F.CCN(C(C)C)C(C)C.Cl. The catalyst is C(Cl)Cl.O1CCCC1. (5) The reactants are [BrH:1].C(O)(=O)C.[CH3:6][C:7]1[N+:12]([O-:13])=[N:11][CH:10]=[C:9]([N+]([O-])=O)[CH:8]=1.[OH-].[Na+]. No catalyst specified. The product is [Br:1][C:9]1[CH:8]=[C:7]([CH3:6])[N+:12]([O-:13])=[N:11][CH:10]=1. The yield is 0.750. (6) The reactants are [CH3:1][S:2][C:3]1[N:8]=[C:7]([O:9][C:10]2[CH:15]=[CH:14][C:13]([N+:16]([O-])=O)=[C:12]([Cl:19])[CH:11]=2)[CH:6]=[CH:5][N:4]=1.C(O)C.[H][H]. The catalyst is [Pd].[O-]S([O-])(=O)=O.[Ba+2].C1COCC1. The product is [Cl:19][C:12]1[CH:11]=[C:10]([O:9][C:7]2[CH:6]=[CH:5][N:4]=[C:3]([S:2][CH3:1])[N:8]=2)[CH:15]=[CH:14][C:13]=1[NH2:16]. The yield is 0.320.